Dataset: Full USPTO retrosynthesis dataset with 1.9M reactions from patents (1976-2016). Task: Predict the reactants needed to synthesize the given product. (1) The reactants are: [C:1]([C:5]1[N:6]([CH3:24])[C:7](=[O:23])[C:8]2[C:13]([C:14]=1[C:15]1[CH:20]=[CH:19][CH:18]=[CH:17][CH:16]=1)=[CH:12][C:11]([O:21]C)=[CH:10][CH:9]=2)([CH3:4])([CH3:3])[CH3:2].B(Br)(Br)Br. Given the product [C:1]([C:5]1[N:6]([CH3:24])[C:7](=[O:23])[C:8]2[C:13]([C:14]=1[C:15]1[CH:16]=[CH:17][CH:18]=[CH:19][CH:20]=1)=[CH:12][C:11]([OH:21])=[CH:10][CH:9]=2)([CH3:4])([CH3:2])[CH3:3], predict the reactants needed to synthesize it. (2) Given the product [Cl:1][C:2]1[CH:7]=[CH:6][CH:5]=[C:4]([N+:8]([O-:10])=[O:9])[C:3]=1[CH:11]=[O:13], predict the reactants needed to synthesize it. The reactants are: [Cl:1][C:2]1[CH:7]=[CH:6][CH:5]=[C:4]([N+:8]([O-:10])=[O:9])[C:3]=1[CH3:11].C[O:13]C(OC)N(C)C. (3) Given the product [Cl:23][C:14]1[C:13]2[C:18](=[C:9]([C:7]([NH:6][CH2:5][CH2:4][N:3]([CH2:21][CH3:22])[CH2:1][CH3:2])=[O:8])[CH:10]=[C:11]([I:20])[CH:12]=2)[N:17]=[CH:16][CH:15]=1, predict the reactants needed to synthesize it. The reactants are: [CH2:1]([N:3]([CH2:21][CH3:22])[CH2:4][CH2:5][NH:6][C:7]([C:9]1[CH:10]=[C:11]([I:20])[CH:12]=[C:13]2[C:18]=1[NH:17][CH:16]=[CH:15][C:14]2=O)=[O:8])[CH3:2].[Cl:23]C1C2C(=CC=C(I)C=2)N=CC=1C(NCCN(CC)CC)=O. (4) The reactants are: I[C:2]1[C:3]([CH:11]([CH3:13])[CH3:12])=[N:4][N:5]2[CH:10]=[CH:9][CH:8]=[CH:7][C:6]=12.O.[NH2:15][C:16]1[CH:17]=[C:18](B(O)O)[CH:19]=[CH:20][CH:21]=1.ClCCl.C([O-])([O-])=O.[Na+].[Na+]. Given the product [CH:11]([C:3]1[C:2]([C:20]2[CH:21]=[C:16]([NH2:15])[CH:17]=[CH:18][CH:19]=2)=[C:6]2[CH:7]=[CH:8][CH:9]=[CH:10][N:5]2[N:4]=1)([CH3:13])[CH3:12], predict the reactants needed to synthesize it.